Task: Predict which catalyst facilitates the given reaction.. Dataset: Catalyst prediction with 721,799 reactions and 888 catalyst types from USPTO Reactant: [Cl:1][C:2]1[CH:8]=[C:7]([O:9][C:10]2[C:11]3[N:18]([CH3:19])[CH:17]=[CH:16][C:12]=3[N:13]=[CH:14][N:15]=2)[CH:6]=[CH:5][C:3]=1[NH2:4].N1C=CC=CC=1.Cl[C:27](OC1C=CC=CC=1)=[O:28].[F:36][C:37]([F:48])([F:47])[S:38]([C:40]1[CH:41]=[C:42]([CH:44]=[CH:45][CH:46]=1)[NH2:43])=[O:39]. Product: [Cl:1][C:2]1[CH:8]=[C:7]([O:9][C:10]2[C:11]3[N:18]([CH3:19])[CH:17]=[CH:16][C:12]=3[N:13]=[CH:14][N:15]=2)[CH:6]=[CH:5][C:3]=1[NH:4][C:27]([NH:43][C:42]1[CH:44]=[CH:45][CH:46]=[C:40]([S:38]([C:37]([F:47])([F:36])[F:48])=[O:39])[CH:41]=1)=[O:28]. The catalyst class is: 60.